Dataset: Full USPTO retrosynthesis dataset with 1.9M reactions from patents (1976-2016). Task: Predict the reactants needed to synthesize the given product. (1) Given the product [CH2:1]([O:4][C:6]1[CH:7]=[C:8]([CH3:15])[CH:9]=[CH:10][C:11]=1[N+:12]([O-:14])=[O:13])[CH:2]=[CH2:3].[CH2:25]([O:24][C:19]1[CH:18]=[C:17]([CH3:16])[CH:23]=[CH:22][C:20]=1[NH:21][C:31]([NH:41][C:42]1[S:43][CH:44]=[CH:45][N:46]=1)=[O:36])[CH:26]=[CH2:27], predict the reactants needed to synthesize it. The reactants are: [CH2:1]([OH:4])[CH:2]=[CH2:3].F[C:6]1[CH:7]=[C:8]([CH3:15])[CH:9]=[CH:10][C:11]=1[N+:12]([O-:14])=[O:13].[CH3:16][C:17]1[CH:23]=[CH:22][C:20]([NH2:21])=[C:19]([O:24][CH2:25][CH:26]=[CH2:27])[CH:18]=1.CC1C=CC(N)=[C:31]([O:36]CC(C)C)C=1.[NH2:41][C:42]1[S:43][CH:44]=[CH:45][N:46]=1. (2) Given the product [F:22][C:19]1[CH:18]=[CH:17][CH:29]=[CH:25][C:26]=1[C:27]([CH:7]1[CH2:8][C:2]2[S:1][CH:5]=[CH:4][C:3]=2[C:6]1=[O:9])=[O:28], predict the reactants needed to synthesize it. The reactants are: [S:1]1[CH:5]=[CH:4][C:3]2[C:6](=[O:9])[CH2:7][CH2:8][C:2]1=2.[H-].[Na+].C(OC(=O)C1C=C[C:19]([F:22])=[CH:18][CH:17]=1)C.Cl.[CH2:25]1[CH2:29][O:28][CH2:27][CH2:26]1. (3) Given the product [C:1]([NH:4][C@@H:5]1[C@@H:10]([NH:11][C:12]([O:14][C:15]([CH3:17])([CH3:18])[CH3:16])=[O:13])[CH2:9][C:8]([C:19]([OH:21])=[O:20])=[CH:7][C@H:6]1[O:24][CH:25]([CH2:28][CH3:29])[CH2:26][CH3:27])(=[O:3])[CH3:2], predict the reactants needed to synthesize it. The reactants are: [C:1]([NH:4][C@@H:5]1[C@@H:10]([NH:11][C:12]([O:14][C:15]([CH3:18])([CH3:17])[CH3:16])=[O:13])[CH2:9][C:8]([C:19]([O:21]CC)=[O:20])=[CH:7][C@H:6]1[O:24][CH:25]([CH2:28][CH3:29])[CH2:26][CH3:27])(=[O:3])[CH3:2].[OH-].[Na+].Cl. (4) Given the product [C:1]([O:5][N:6]=[C:7]1[C:16]2[C:11](=[CH:12][CH:13]=[C:14]([O:17][CH2:29][CH2:28][Cl:27])[CH:15]=2)[O:10][C:9]([C:18]2[N:23]=[CH:22][N:21]3[CH:24]=[CH:25][CH:26]=[C:20]3[CH:19]=2)=[CH:8]1)([CH3:4])([CH3:2])[CH3:3], predict the reactants needed to synthesize it. The reactants are: [C:1]([O:5][N:6]=[C:7]1[C:16]2[C:11](=[CH:12][CH:13]=[C:14]([OH:17])[CH:15]=2)[O:10][C:9]([C:18]2[N:23]=[CH:22][N:21]3[CH:24]=[CH:25][CH:26]=[C:20]3[CH:19]=2)=[CH:8]1)([CH3:4])([CH3:3])[CH3:2].[Cl:27][CH2:28][CH2:29]Cl. (5) Given the product [C:1](=[O:7])([O:2][CH2:3][C:4]1[CH:5]=[CH:19][CH:18]=[CH:17][CH:16]=1)[NH2:15], predict the reactants needed to synthesize it. The reactants are: [C:1]1(=[O:7])O[CH:4]([CH3:5])[CH2:3][O:2]1.C([NH2:15])C1C=CC=CC=1.[C:16]1(C)C=C[CH:19]=[CH:18][CH:17]=1.Cl. (6) The reactants are: [CH3:1][N:2]([CH2:4][CH:5]1[CH2:8][N:7]([C:9]([NH:11][C:12]2[CH:13]=[C:14]([C:21]3[CH:26]=[CH:25][C:24]([F:27])=[CH:23][CH:22]=3)[CH:15]=[CH:16][C:17]=2[N+:18]([O-])=O)=[O:10])[CH2:6]1)[CH3:3]. Given the product [NH2:18][C:17]1[CH:16]=[CH:15][C:14]([C:21]2[CH:22]=[CH:23][C:24]([F:27])=[CH:25][CH:26]=2)=[CH:13][C:12]=1[NH:11][C:9]([N:7]1[CH2:6][CH:5]([CH2:4][N:2]([CH3:3])[CH3:1])[CH2:8]1)=[O:10], predict the reactants needed to synthesize it. (7) Given the product [C:19]1([C:27]2[CH:28]=[CH:29][CH:30]=[CH:31][CH:32]=2)[CH:24]=[CH:23][CH:22]=[CH:21][C:20]=1[CH2:25][N:10]1[CH2:9][CH2:8][N:7]([C:2]2[CH:3]=[CH:4][CH:5]=[CH:6][C:1]=2[C:13]2[CH:14]=[CH:15][CH:16]=[CH:17][CH:18]=2)[CH2:12][CH2:11]1, predict the reactants needed to synthesize it. The reactants are: [C:1]1([C:13]2[CH:18]=[CH:17][CH:16]=[CH:15][CH:14]=2)[CH:6]=[CH:5][CH:4]=[CH:3][C:2]=1[N:7]1[CH2:12][CH2:11][NH:10][CH2:9][CH2:8]1.[C:19]1([C:27]2[CH:32]=[CH:31][CH:30]=[CH:29][CH:28]=2)[C:20]([CH:25]=O)=[CH:21][CH:22]=[CH:23][CH:24]=1.[BH-](OC(C)=O)(OC(C)=O)OC(C)=O.[Na+].C1(C2C=CC=CC=2)C=CC=CC=1CN1CCN(C2C=CC=CC=2)CC1. (8) Given the product [Cl:1][C:2]1[C:3]2[N:4]([CH:18]=[N:19][CH:20]=2)[C:5]([C:11]2[CH:16]=[CH:15][CH:14]=[C:13]([F:17])[CH:12]=2)=[C:6]([C:8]([N:32]([O:33][CH3:34])[CH3:31])=[O:10])[CH:7]=1, predict the reactants needed to synthesize it. The reactants are: [Cl:1][C:2]1[C:3]2[N:4]([CH:18]=[N:19][CH:20]=2)[C:5]([C:11]2[CH:16]=[CH:15][CH:14]=[C:13]([F:17])[CH:12]=2)=[C:6]([C:8]([OH:10])=O)[CH:7]=1.C(N(CC)C(C)C)(C)C.Cl.[CH3:31][NH:32][O:33][CH3:34].ON1C2N=CC=CC=2N=N1.Cl.CN(C)CCCN=C=NCC.C(=O)(O)[O-].[Na+]. (9) Given the product [CH:42]1([C@@:53]([C:54]2[CH:59]=[CH:58][CH:57]=[CH:56][CH:55]=2)([OH:2])[CH2:62][OH:84])[CH2:51][CH2:50][CH2:45][CH2:44][CH2:43]1, predict the reactants needed to synthesize it. The reactants are: C([O-])([O-])=[O:2].[K+].[K+].CC[C@H]1[C@H:45]2[CH2:44][C@H:43]([C@H:42](OC3C4C(=CC=CC=4)C(O[C@H:42]([C:53]4[CH:62]=CN=[C:59]5[C:54]=4[CH:55]=[C:56](OC)[CH:57]=[CH:58]5)[C@@H:43]4N5C[C@H:50]([CH2:51]C)[C@@H:45](CC5)[CH2:44]4)=NN=3)[C:53]3[CH:62]=CN=[C:55]4[C:54]=3[CH:59]=[C:58](OC)[CH:57]=[CH:56]4)N([CH2:51][CH2:50]2)C1.C1(C(C2C=CC=CC=2)=C)CCCCC1.CC(O)(C)C.[OH2:84]. (10) Given the product [C:22]([NH2:21])(=[O:31])[C:23]1[CH:28]=[CH:27][CH:26]=[CH:25][CH:24]=1, predict the reactants needed to synthesize it. The reactants are: C(OC(C1N=C(C2C([NH:21][C:22](=[O:31])[C:23]3[C:28](F)=[CH:27][CH:26]=[CH:25][C:24]=3F)=CN(C3CCCCO3)N=2)N(O)C=1C(F)(F)F)=O)C.[OH-].[Na+].C(Cl)CCl.C1C=CC2N(O)N=NC=2C=1.N1CCOCC1.